This data is from Forward reaction prediction with 1.9M reactions from USPTO patents (1976-2016). The task is: Predict the product of the given reaction. (1) The product is: [C:13]([O:15][CH2:16][CH3:17])(=[O:14])[CH2:12][CH2:11][CH2:10][CH2:9][CH2:8][CH2:7][CH2:5][CH2:4][CH2:3][CH2:2][CH3:1]. Given the reactants [CH3:1][CH:2]1O[CH:5]([CH2:7][CH2:8][C:9](=O)[CH2:10][CH2:11][CH2:12][C:13]([O:15][CH2:16][CH3:17])=[O:14])[CH2:4][CH2:3]1.[H][H], predict the reaction product. (2) Given the reactants C[O:2][C:3](=[O:27])[C:4]([C:19]1[CH:24]=[CH:23][C:22]([Cl:25])=[C:21]([Cl:26])[CH:20]=1)([CH3:18])[CH2:5][CH2:6][N:7]1[CH2:15][CH2:14][N:13]2[CH:9]([CH2:10][CH2:11][S:12]2(=[O:17])=[O:16])[CH2:8]1.O[Li].O, predict the reaction product. The product is: [Cl:26][C:21]1[CH:20]=[C:19]([C:4]([CH3:18])([CH2:5][CH2:6][N:7]2[CH2:15][CH2:14][N:13]3[CH:9]([CH2:10][CH2:11][S:12]3(=[O:16])=[O:17])[CH2:8]2)[C:3]([OH:27])=[O:2])[CH:24]=[CH:23][C:22]=1[Cl:25]. (3) Given the reactants F[C:2]1[C:9]([CH3:10])=[CH:8][CH:7]=[CH:6][C:3]=1[C:4]#[N:5].[N:11]1[NH:12][N:13]=[CH:14][CH:15]=1.C(=O)([O-])[O-].[K+].[K+], predict the reaction product. The product is: [CH3:10][C:9]1[C:2]([N:12]2[N:13]=[CH:14][CH:15]=[N:11]2)=[C:3]([CH:6]=[CH:7][CH:8]=1)[C:4]#[N:5]. (4) Given the reactants C([O-])(=O)C.[Na+].Cl.[NH2:7][CH2:8][C:9](=O)[CH2:10][CH3:11].F[B-](F)(F)F.[NH:18]=[C:19](SC)[C:20]([O:22][CH2:23][CH3:24])=[O:21], predict the reaction product. The product is: [CH2:10]([C:9]1[NH:18][C:19]([C:20]([O:22][CH2:23][CH3:24])=[O:21])=[N:7][CH:8]=1)[CH3:11]. (5) Given the reactants [C:1]([C:3]1[CH:22]=[CH:21][C:6]([O:7][C:8]2[C:9]([CH2:19][CH3:20])=[N:10][N:11]([CH2:15][C:16](O)=[O:17])[C:12]=2[CH2:13][CH3:14])=[CH:5][CH:4]=1)#[N:2].[C:23](NN)(=[O:25])[CH3:24].Cl.CN(C)CCCN=C=NCC.O.O[N:42]1C2C=CC=CC=2N=[N:43]1.CN1CCOCC1, predict the reaction product. The product is: [C:23]([CH:15]([N:11]1[C:12]([CH2:13][CH3:14])=[C:8]([O:7][C:6]2[CH:21]=[CH:22][C:3]([C:1]#[N:2])=[CH:4][CH:5]=2)[C:9]([CH2:19][CH3:20])=[N:10]1)[C:16]([NH:42][NH2:43])=[O:17])(=[O:25])[CH3:24].